Dataset: Forward reaction prediction with 1.9M reactions from USPTO patents (1976-2016). Task: Predict the product of the given reaction. (1) Given the reactants [CH3:1][O:2][N:3]1[C:11]2[C:6](=[C:7]([O:15][CH3:16])[CH:8]=[C:9]([C:12]([OH:14])=O)[CH:10]=2)[CH:5]=[CH:4]1.Cl.[NH:18]1[C:22]([C:23]2[CH:24]=[C:25]3[C:35](=[CH:36][CH:37]=2)[O:34][C:28]2([CH2:33][CH2:32][NH:31][CH2:30][CH2:29]2)[CH2:27][C:26]3=[O:38])=[N:21][N:20]=[N:19]1.CCN=C=NCCCN(C)C.C1C=CC2N(O)N=NC=2C=1, predict the reaction product. The product is: [CH3:1][O:2][N:3]1[C:11]2[C:6](=[C:7]([O:15][CH3:16])[CH:8]=[C:9]([C:12]([N:31]3[CH2:32][CH2:33][C:28]4([CH2:27][C:26](=[O:38])[C:25]5[C:35](=[CH:36][CH:37]=[C:23]([C:22]6[NH:21][N:20]=[N:19][N:18]=6)[CH:24]=5)[O:34]4)[CH2:29][CH2:30]3)=[O:14])[CH:10]=2)[CH:5]=[CH:4]1. (2) Given the reactants [CH3:1][O:2][C:3]1[CH:8]=[CH:7][C:6]([C:9]2[CH:10]=[CH:11][C:12](=[O:28])[N:13]([CH2:15][C:16]3[CH:17]=[N:18][C:19]([C:22]#[C:23][Si](C)(C)C)=[CH:20][CH:21]=3)[CH:14]=2)=[CH:5][CH:4]=1.[F-].C([N+](CCCC)(CCCC)CCCC)CCC, predict the reaction product. The product is: [C:22]([C:19]1[N:18]=[CH:17][C:16]([CH2:15][N:13]2[CH:14]=[C:9]([C:6]3[CH:5]=[CH:4][C:3]([O:2][CH3:1])=[CH:8][CH:7]=3)[CH:10]=[CH:11][C:12]2=[O:28])=[CH:21][CH:20]=1)#[CH:23]. (3) Given the reactants [CH:1]1([C:5]2[C:13]([C:14]([O:16][CH3:17])=[O:15])=[CH:12][C:8]([C:9](O)=[O:10])=[C:7]([CH2:18][CH3:19])[CH:6]=2)[CH2:4][CH2:3][CH2:2]1.CN(C(ON1N=NC2C=CC=CC1=2)=[N+](C)C)C.F[P-](F)(F)(F)(F)F.CCN(C(C)C)C(C)C.Cl.[F:54][C:55]1([C:61]2[CH:68]=[CH:67][C:64]([C:65]#[N:66])=[CH:63][CH:62]=2)[CH2:60][CH2:59][NH:58][CH2:57][CH2:56]1, predict the reaction product. The product is: [C:65]([C:64]1[CH:67]=[CH:68][C:61]([C:55]2([F:54])[CH2:60][CH2:59][N:58]([C:9]([C:8]3[C:7]([CH2:18][CH3:19])=[CH:6][C:5]([CH:1]4[CH2:4][CH2:3][CH2:2]4)=[C:13]([CH:12]=3)[C:14]([O:16][CH3:17])=[O:15])=[O:10])[CH2:57][CH2:56]2)=[CH:62][CH:63]=1)#[N:66]. (4) Given the reactants [F:1][C:2]1[CH:3]=[C:4]([C:8]2[C:13](=[O:14])[N:12]3[C:15]([CH3:19])=[CH:16][CH:17]=[CH:18][C:11]3=[N:10][C:9]=2[CH2:20][OH:21])[CH:5]=[CH:6][CH:7]=1, predict the reaction product. The product is: [F:1][C:2]1[CH:3]=[C:4]([C:8]2[C:13](=[O:14])[N:12]3[C:15]([CH3:19])=[CH:16][CH:17]=[CH:18][C:11]3=[N:10][C:9]=2[CH:20]=[O:21])[CH:5]=[CH:6][CH:7]=1. (5) Given the reactants [CH2:1]([O:3][C:4](=[O:22])[C:5]1[CH:10]=[CH:9][C:8]([NH:11][C:12]2[C:13]3[CH2:21][CH2:20][CH2:19][C:14]=3[N:15]=[C:16](Cl)[N:17]=2)=[CH:7][CH:6]=1)[CH3:2].[F:23][C:24]1[CH:25]=[C:26](B(O)O)[CH:27]=[CH:28][C:29]=1[F:30], predict the reaction product. The product is: [CH2:1]([O:3][C:4](=[O:22])[C:5]1[CH:10]=[CH:9][C:8]([NH:11][C:12]2[C:13]3[CH2:21][CH2:20][CH2:19][C:14]=3[N:15]=[C:16]([C:27]3[CH:26]=[CH:25][C:24]([F:23])=[C:29]([F:30])[CH:28]=3)[N:17]=2)=[CH:7][CH:6]=1)[CH3:2]. (6) Given the reactants [C:1]([C:3](=[CH:11]N(C)C)[C:4]([C:6]1[S:7][CH:8]=[CH:9][CH:10]=1)=O)#[N:2].[N+]([O-])([O-])=O.[N+:19]([C:22]1[CH:23]=[C:24]([NH:28][C:29]([NH2:31])=[NH2+:30])[CH:25]=[CH:26][CH:27]=1)([O-:21])=[O:20].[OH-].[Na+], predict the reaction product. The product is: [C:1]([C:3]1[C:4]([C:6]2[S:7][CH:8]=[CH:9][CH:10]=2)=[N:30][C:29]([NH:28][C:24]2[CH:25]=[CH:26][CH:27]=[C:22]([N+:19]([O-:21])=[O:20])[CH:23]=2)=[N:31][CH:11]=1)#[N:2].